Predict which catalyst facilitates the given reaction. From a dataset of Catalyst prediction with 721,799 reactions and 888 catalyst types from USPTO. (1) Reactant: O.Cl.[CH2:3]([O:5][C:6]1[CH:7]=[C:8]2[C:13](=[C:14]3[CH2:18][C:17]([CH3:20])([CH3:19])[O:16][C:15]=13)[C:12]([C:21]1[CH:26]=[CH:25][C:24]([C:27]([CH3:32])([CH3:31])[C:28](O)=[O:29])=[CH:23][CH:22]=1)=[N:11][C:10]([CH3:34])([CH3:33])[CH2:9]2)[CH3:4].[NH4+].O[N:37]1C2C=CC=CC=2N=N1.Cl.C(N=C=NCCCN(C)C)C.C(=O)([O-])O.[Na+]. Product: [CH2:3]([O:5][C:6]1[CH:7]=[C:8]2[C:13](=[C:14]3[CH2:18][C:17]([CH3:20])([CH3:19])[O:16][C:15]=13)[C:12]([C:21]1[CH:26]=[CH:25][C:24]([C:27]([CH3:32])([CH3:31])[C:28]([NH2:37])=[O:29])=[CH:23][CH:22]=1)=[N:11][C:10]([CH3:33])([CH3:34])[CH2:9]2)[CH3:4]. The catalyst class is: 556. (2) Reactant: [CH:1]1([C:4]2[S:8][CH:7]=[N:6][C:5]=2[CH2:9][N:10]2[C:15]3[N:16]=[C:17]([S:20][CH3:21])[N:18]=[CH:19][C:14]=3[CH:13]=[CH:12][C:11]2=[O:22])[CH2:3][CH2:2]1.ClC1C=CC=C(C(OO)=[O:31])C=1. Product: [CH:1]1([C:4]2[S:8][CH:7]=[N:6][C:5]=2[CH2:9][N:10]2[C:15]3[N:16]=[C:17]([S:20]([CH3:21])=[O:31])[N:18]=[CH:19][C:14]=3[CH:13]=[CH:12][C:11]2=[O:22])[CH2:2][CH2:3]1. The catalyst class is: 4.